This data is from Reaction yield outcomes from USPTO patents with 853,638 reactions. The task is: Predict the reaction yield, written as a fraction of the theoretical maximum amount of product (1.0 means a 100% yield; for example, 0.34 means a 34% yield). The reactants are [C:1]1([C:7](C2C=CC=CC=2)=[N:8][NH:9][C:10]2[C:15]3[O:16][C:17]4[CH2:22][CH2:21][N:20](C(OC(C)(C)C)=O)[CH2:19][C:18]=4[C:14]=3[CH:13]=[C:12]([S:30]([C:33]3[CH:38]=[CH:37][CH:36]=[CH:35][CH:34]=3)(=[O:32])=[O:31])[CH:11]=2)[CH:6]=CC=CC=1.COC(OC)CC(OC)OC.Cl. The catalyst is C(O)C. The product is [C:33]1([S:30]([C:12]2[CH:11]=[C:10]([N:9]3[CH:6]=[CH:1][CH:7]=[N:8]3)[C:15]3[O:16][C:17]4[CH2:22][CH2:21][NH:20][CH2:19][C:18]=4[C:14]=3[CH:13]=2)(=[O:31])=[O:32])[CH:38]=[CH:37][CH:36]=[CH:35][CH:34]=1. The yield is 0.560.